Dataset: Reaction yield outcomes from USPTO patents with 853,638 reactions. Task: Predict the reaction yield, written as a fraction of the theoretical maximum amount of product (1.0 means a 100% yield; for example, 0.34 means a 34% yield). (1) The reactants are Br[C:2]1[CH:9]=[C:8]([F:10])[CH:7]=[CH:6][C:3]=1[C:4]#[N:5].[O:11]1[CH2:15][C:14](=O)[N:13]=[C-:12]1.C([O-])([O-])=[O:18].[K+].[K+].CC1(C)C2C(=C(P(C3C=CC=CC=3)C3C=CC=CC=3)C=CC=2)OC2C(P(C3C=CC=CC=3)C3C=CC=CC=3)=CC=CC1=2. The catalyst is O1CCOCC1.C1C=CC(/C=C/C(/C=C/C2C=CC=CC=2)=O)=CC=1.C1C=CC(/C=C/C(/C=C/C2C=CC=CC=2)=O)=CC=1.C1C=CC(/C=C/C(/C=C/C2C=CC=CC=2)=O)=CC=1.[Pd].[Pd]. The product is [F:10][C:8]1[CH:7]=[CH:6][C:3]([C:4]#[N:5])=[C:2]([N:13]2[CH2:14][CH2:15][O:11][C:12]2=[O:18])[CH:9]=1. The yield is 0.500. (2) The reactants are Cl[C:2]1[NH:3][C:4]([C:12]2[C:17]([F:18])=[CH:16][CH:15]=[CH:14][C:13]=2[F:19])=[CH:5][C:6]=1[C:7]([O:9][CH2:10][CH3:11])=[O:8]. The catalyst is C(O)C.[C].[Pd]. The product is [F:19][C:13]1[CH:14]=[CH:15][CH:16]=[C:17]([F:18])[C:12]=1[C:4]1[NH:3][CH:2]=[C:6]([C:7]([O:9][CH2:10][CH3:11])=[O:8])[CH:5]=1. The yield is 0.240.